Dataset: Reaction yield outcomes from USPTO patents with 853,638 reactions. Task: Predict the reaction yield, written as a fraction of the theoretical maximum amount of product (1.0 means a 100% yield; for example, 0.34 means a 34% yield). (1) The reactants are C[O:2][C:3]1[CH:16]=[C:15]2[C:6]([CH:7]([CH3:28])[N:8]([S:17]([C:20]3[CH:25]=[CH:24][C:23]([O:26]C)=[CH:22][CH:21]=3)(=[O:19])=[O:18])[C:9]3[CH:10]=[CH:11][CH:12]=[CH:13][C:14]=32)=[CH:5][CH:4]=1.B(Cl)(Cl)Cl.ClCCl. The catalyst is [I-].C([N+](CCCC)(CCCC)CCCC)CCC. The product is [OH:26][C:23]1[CH:24]=[CH:25][C:20]([S:17]([N:8]2[CH:7]([CH3:28])[C:6]3[C:15](=[CH:16][C:3]([OH:2])=[CH:4][CH:5]=3)[C:14]3[CH:13]=[CH:12][CH:11]=[CH:10][C:9]2=3)(=[O:19])=[O:18])=[CH:21][CH:22]=1. The yield is 0.560. (2) The reactants are CS(O[CH:6]([C:8]1[CH:13]=[CH:12][CH:11]=[CH:10][N:9]=1)[CH3:7])(=O)=O.[CH3:14][NH2:15]. No catalyst specified. The product is [CH3:14][NH:15][CH:6]([C:8]1[CH:13]=[CH:12][CH:11]=[CH:10][N:9]=1)[CH3:7]. The yield is 1.00. (3) The reactants are O=[C:2]1[NH:11][C:10]2[C:5](=[CH:6][CH:7]=[C:8]([C:12]([O:14][CH3:15])=[O:13])[CH:9]=2)[N:4]=[C:3]1[C:16]1[CH:21]=[CH:20][CH:19]=[CH:18][CH:17]=1.P(Cl)(Cl)(Cl)(Cl)[Cl:23]. The catalyst is CC#N. The product is [Cl:23][C:2]1[C:3]([C:16]2[CH:21]=[CH:20][CH:19]=[CH:18][CH:17]=2)=[N:4][C:5]2[C:10]([N:11]=1)=[CH:9][C:8]([C:12]([O:14][CH3:15])=[O:13])=[CH:7][CH:6]=2. The yield is 0.560. (4) The reactants are [Cl:1][C:2]1[N:3]=[C:4]([C:9]([NH:11][C@H:12]2[CH2:17][CH2:16][N:15]([C:18]3[S:19][C:20]([C:23](O)=[O:24])=[CH:21][N:22]=3)[CH2:14][C@H:13]2[O:26][CH3:27])=[O:10])[NH:5][C:6]=1[CH2:7][CH3:8].Cl.CN.C[CH2:32][N:33]=C=NCCCN(C)C.Cl.C1C=CC2N(O)N=NC=2C=1.C(N(C(C)C)CC)(C)C. The catalyst is CC(N(C)C)=O.ClCCl. The product is [Cl:1][C:2]1[N:3]=[C:4]([C:9]([NH:11][C@H:12]2[CH2:17][CH2:16][N:15]([C:18]3[S:19][C:20]([C:23]([NH:33][CH3:32])=[O:24])=[CH:21][N:22]=3)[CH2:14][C@H:13]2[O:26][CH3:27])=[O:10])[NH:5][C:6]=1[CH2:7][CH3:8]. The yield is 0.770.